This data is from Reaction yield outcomes from USPTO patents with 853,638 reactions. The task is: Predict the reaction yield, written as a fraction of the theoretical maximum amount of product (1.0 means a 100% yield; for example, 0.34 means a 34% yield). The reactants are [F:1][C:2]1[CH:7]=[C:6]([CH2:8][C:9]2[C:10](=[O:28])[N:11]([C@H:21]3[CH2:26][CH2:25][C@H:24]([OH:27])[CH2:23][CH2:22]3)[C:12]3[N:13]([N:18]=[CH:19][CH:20]=3)[C:14]=2[CH2:15][CH2:16][CH3:17])[CH:5]=[CH:4][C:3]=1[C:29]1[C:30]([C:35]#[N:36])=[CH:31][CH:32]=[CH:33][CH:34]=1.[N+](=[CH:39][C:40]([O:42][CH2:43][CH3:44])=[O:41])=[N-].C(OCC)(=O)C.O. The catalyst is C1(C)C=CC=CC=1.C([O-])(=O)C.[Rh+3].C([O-])(=O)C.C([O-])(=O)C. The product is [C:35]([C:30]1[CH:31]=[CH:32][CH:33]=[CH:34][C:29]=1[C:3]1[CH:4]=[CH:5][C:6]([CH2:8][C:9]2[C:10](=[O:28])[N:11]([C@H:21]3[CH2:26][CH2:25][C@H:24]([O:27][CH2:39][C:40]([O:42][CH2:43][CH3:44])=[O:41])[CH2:23][CH2:22]3)[C:12]3[N:13]([N:18]=[CH:19][CH:20]=3)[C:14]=2[CH2:15][CH2:16][CH3:17])=[CH:7][C:2]=1[F:1])#[N:36]. The yield is 0.580.